Dataset: Forward reaction prediction with 1.9M reactions from USPTO patents (1976-2016). Task: Predict the product of the given reaction. (1) The product is: [Cl:1][C:2]1[CH:3]=[C:4]([S:11]([CH3:12])=[O:14])[C:5]([F:10])=[C:6]([O:8][CH3:9])[CH:7]=1. Given the reactants [Cl:1][C:2]1[CH:3]=[C:4]([S:11][CH3:12])[C:5]([F:10])=[C:6]([O:8][CH3:9])[CH:7]=1.C[OH:14], predict the reaction product. (2) Given the reactants [C:1]1([C:7]2[S:8][CH:9]=[C:10]([C:12]3[CH:17]=[CH:16][N:15]=[CH:14][CH:13]=3)[N:11]=2)[CH:6]=[CH:5][CH:4]=[CH:3][CH:2]=1.C([O-])([O-])=O.[Na+].[Na+].[Br:24]Br, predict the reaction product. The product is: [Br:24][C:9]1[S:8][C:7]([C:1]2[CH:2]=[CH:3][CH:4]=[CH:5][CH:6]=2)=[N:11][C:10]=1[C:12]1[CH:13]=[CH:14][N:15]=[CH:16][CH:17]=1. (3) Given the reactants Cl[CH2:2][CH2:3][C:4]([C:6]1[CH:11]=[CH:10][CH:9]=[CH:8][CH:7]=1)=[O:5].[I-].[K+].[NH:14]1[CH:18]=[CH:17][N:16]=[CH:15]1, predict the reaction product. The product is: [N:14]1([CH2:2][CH2:3][C:4]([C:6]2[CH:11]=[CH:10][CH:9]=[CH:8][CH:7]=2)=[O:5])[CH:18]=[CH:17][N:16]=[CH:15]1. (4) Given the reactants C[O:2][C:3]([C:5]1([CH2:11][CH2:12][CH2:13][NH:14][C:15]2[C:16]([CH3:32])=[N:17][C:18]([N:21]3[CH2:25][CH2:24][C@@H:23]([N:26]4[CH2:30][CH2:29][CH2:28][C@@H:27]4[CH3:31])[CH2:22]3)=[CH:19][CH:20]=2)[CH2:10][CH2:9][O:8][CH2:7][CH2:6]1)=O, predict the reaction product. The product is: [CH3:32][C:16]1[C:15]([N:14]2[CH2:13][CH2:12][CH2:11][C:5]3([CH2:6][CH2:7][O:8][CH2:9][CH2:10]3)[C:3]2=[O:2])=[CH:20][CH:19]=[C:18]([N:21]2[CH2:25][CH2:24][C@@H:23]([N:26]3[CH2:30][CH2:29][CH2:28][C@@H:27]3[CH3:31])[CH2:22]2)[N:17]=1.[NH3:14].